This data is from Full USPTO retrosynthesis dataset with 1.9M reactions from patents (1976-2016). The task is: Predict the reactants needed to synthesize the given product. Given the product [F:14][CH:2]([F:1])[CH2:3][CH:4]1[CH2:13][C:12]2[C:7](=[CH:8][CH:9]=[CH:10][CH:11]=2)[N:6]([C:16]2[C:20]3[CH2:21][N:22]([C:25](=[O:27])[CH3:26])[CH2:23][CH2:24][C:19]=3[N:18]([C@H:28]3[CH2:32][CH2:31][O:30][CH2:29]3)[N:17]=2)[CH2:5]1, predict the reactants needed to synthesize it. The reactants are: [F:1][CH:2]([F:14])[CH2:3][CH:4]1[CH2:13][C:12]2[C:7](=[CH:8][CH:9]=[CH:10][CH:11]=2)[NH:6][CH2:5]1.Br[C:16]1[C:20]2[CH2:21][N:22]([C:25](=[O:27])[CH3:26])[CH2:23][CH2:24][C:19]=2[N:18]([C@H:28]2[CH2:32][CH2:31][O:30][CH2:29]2)[N:17]=1.C1(P(C2CCCCC2)C2C=CC=CC=2C2C(OC(C)C)=CC=CC=2OC(C)C)CCCCC1.COC(C)(C)C.C(O[Na])(C)(C)C.